This data is from Reaction yield outcomes from USPTO patents with 853,638 reactions. The task is: Predict the reaction yield, written as a fraction of the theoretical maximum amount of product (1.0 means a 100% yield; for example, 0.34 means a 34% yield). (1) The product is [Br:1][C:2]1[CH:3]=[C:4]2[NH:9][N:35]=[CH:8][C:5]2=[N:6][CH:7]=1. The catalyst is C(Cl)(Cl)Cl. The yield is 0.770. The reactants are [Br:1][C:2]1[CH:3]=[C:4]([NH:9]C(=O)C)[C:5]([CH3:8])=[N:6][CH:7]=1.C([O-])(=O)C.[K+].C(O)(=O)C.C(OC(=O)C)(=O)C.C(O[N:35]=O)CC(C)C.C(=O)(O)[O-].[Na+]. (2) The reactants are [CH2:1]([O:8][C:9]([NH:11][CH2:12][C:13]([NH:15][C:16]1[CH:24]=[CH:23][CH:22]=[CH:21][C:17]=1[C:18]([OH:20])=O)=O)=[O:10])[C:2]1[CH:7]=[CH:6][CH:5]=[CH:4][CH:3]=1.C(N1C=CN=C1)(N1C=CN=C1)=O.[F:37][C:38]1[CH:44]=[CH:43][C:41]([NH2:42])=[CH:40][CH:39]=1.C(OCC)(=O)C. The catalyst is O1CCCC1.CCCCCC. The product is [CH2:1]([O:8][C:9](=[O:10])[NH:11][CH2:12][C:13]1[N:42]([C:41]2[CH:43]=[CH:44][C:38]([F:37])=[CH:39][CH:40]=2)[C:18](=[O:20])[C:17]2[C:16](=[CH:24][CH:23]=[CH:22][CH:21]=2)[N:15]=1)[C:2]1[CH:3]=[CH:4][CH:5]=[CH:6][CH:7]=1. The yield is 0.500. (3) The reactants are CO[C:3](=[O:29])[C:4]1[CH:9]=[C:8]([C:10]2[N:11]([CH2:16][CH2:17][O:18][CH2:19][Si:20]([CH3:23])([CH3:22])[CH3:21])[N:12]=[C:13]([CH3:15])[CH:14]=2)[C:7]([C:24]([F:27])([F:26])[F:25])=[CH:6][C:5]=1[NH2:28].CC[N:32]([CH2:35]C)CC.[CH3:37][S:38]([NH:41]N)(=[O:40])=[O:39].[OH-:43].[Na+]. The catalyst is C(Cl)Cl.O. The product is [CH3:15][C:13]1[CH:14]=[C:10]([C:8]2[CH:9]=[C:4]3[C:5](=[CH:6][C:7]=2[C:24]([F:26])([F:25])[F:27])[NH:28][C:35](=[O:43])[N:32]([NH:41][S:38]([CH3:37])(=[O:40])=[O:39])[C:3]3=[O:29])[N:11]([CH2:16][CH2:17][O:18][CH2:19][Si:20]([CH3:22])([CH3:23])[CH3:21])[N:12]=1. The yield is 0.260.